From a dataset of Full USPTO retrosynthesis dataset with 1.9M reactions from patents (1976-2016). Predict the reactants needed to synthesize the given product. Given the product [Cl:1][C:2]1[CH:3]=[N:4][C:5]2[N:6]([N:8]=[C:9]([C:11]([N:22]3[CH2:23][CH2:24][CH:25]=[C:20]([C:15]4[CH:16]=[CH:17][CH:18]=[CH:19][N:14]=4)[CH2:21]3)=[O:13])[CH:10]=2)[CH:7]=1, predict the reactants needed to synthesize it. The reactants are: [Cl:1][C:2]1[CH:3]=[N:4][C:5]2[N:6]([N:8]=[C:9]([C:11]([OH:13])=O)[CH:10]=2)[CH:7]=1.[N:14]1[CH:19]=[CH:18][CH:17]=[CH:16][C:15]=1[C:20]1[CH2:21][NH:22][CH2:23][CH2:24][CH:25]=1.